Dataset: HIV replication inhibition screening data with 41,000+ compounds from the AIDS Antiviral Screen. Task: Binary Classification. Given a drug SMILES string, predict its activity (active/inactive) in a high-throughput screening assay against a specified biological target. (1) The compound is CC(C)(C)OC(=O)NCC(=O)NC1c2ccsc2C(=NO)C1O. The result is 0 (inactive). (2) The drug is CC(=O)c1c(O)cc2c(c1O)C1CC(C)(CCC1=C(C)C)O2. The result is 0 (inactive). (3) The molecule is CC(C)(C)OC(=O)NC1CC(O)c2ccccc2N(CC(=O)O)C1=O. The result is 0 (inactive). (4) The drug is CCCCCCCCCCCCC(C(=O)O)C(=O)O. The result is 0 (inactive). (5) The molecule is Cc1ccc(C=NNC(=O)c2ccncc2)s1. The result is 0 (inactive). (6) The molecule is S=P1(Oc2ccccc2)NNP2(=NP(N3CC3)(N3CC3)=NP(N3CC3)(N3CC3)=N2)NN1. The result is 0 (inactive). (7) The drug is N#CC1CCCC2SC(F)(F)C(F)(F)C12. The result is 0 (inactive).